Dataset: Reaction yield outcomes from USPTO patents with 853,638 reactions. Task: Predict the reaction yield, written as a fraction of the theoretical maximum amount of product (1.0 means a 100% yield; for example, 0.34 means a 34% yield). (1) The reactants are C[O:2][C:3](=O)[CH2:4][N:5]([CH3:19])[CH:6]1[CH2:11][CH2:10][N:9]([C:12]([O:14][C:15]([CH3:18])([CH3:17])[CH3:16])=[O:13])[CH2:8][CH2:7]1.[H-].[H-].[H-].[H-].[Li+].[Al+3].O.[OH-].[Na+].O. The catalyst is C1COCC1. The product is [OH:2][CH2:3][CH2:4][N:5]([CH3:19])[CH:6]1[CH2:11][CH2:10][N:9]([C:12]([O:14][C:15]([CH3:17])([CH3:16])[CH3:18])=[O:13])[CH2:8][CH2:7]1. The yield is 0.870. (2) The product is [F:24][C:2]([F:1])([F:23])[O:3][C:4]1[CH:22]=[CH:21][C:7]([O:8][CH:9]2[CH2:13][CH2:12][NH:11][CH2:10]2)=[CH:6][CH:5]=1. The reactants are [F:1][C:2]([F:24])([F:23])[O:3][C:4]1[CH:22]=[CH:21][C:7]([O:8][CH:9]2[CH2:13][CH2:12][N:11](C(OC(C)(C)C)=O)[CH2:10]2)=[CH:6][CH:5]=1.C(O)(C(F)(F)F)=O. The catalyst is C(Cl)Cl. The yield is 0.820.